From a dataset of Full USPTO retrosynthesis dataset with 1.9M reactions from patents (1976-2016). Predict the reactants needed to synthesize the given product. (1) Given the product [Cl:1][C:2]1[CH:23]=[C:22]([Cl:24])[CH:21]=[CH:20][C:3]=1[CH2:4][N:5]1[C:9]([CH2:10][CH2:11][CH2:12][OH:13])=[CH:8][C:7]([CH:17]([CH3:19])[CH3:18])=[N:6]1, predict the reactants needed to synthesize it. The reactants are: [Cl:1][C:2]1[CH:23]=[C:22]([Cl:24])[CH:21]=[CH:20][C:3]=1[CH2:4][N:5]1[C:9]([CH2:10][CH2:11][C:12](OCC)=[O:13])=[CH:8][C:7]([CH:17]([CH3:19])[CH3:18])=[N:6]1.[H-].C([Al+]CC(C)C)C(C)C.C(O)C.[Cl-].[NH4+]. (2) Given the product [NH2:24][C:25]1[N:33]=[CH:32][C:31]([C:13]2[CH:12]=[N:11][N:10]([CH2:9][CH2:8][O:7][CH:2]3[CH2:3][CH2:4][CH2:5][CH2:6][O:1]3)[CH:14]=2)=[CH:30][C:26]=1[C:27]([OH:29])=[O:28], predict the reactants needed to synthesize it. The reactants are: [O:1]1[CH2:6][CH2:5][CH2:4][CH2:3][CH:2]1[O:7][CH2:8][CH2:9][N:10]1[CH:14]=[C:13](B2OC(C)(C)C(C)(C)O2)[CH:12]=[N:11]1.[NH2:24][C:25]1[N:33]=[CH:32][C:31](Br)=[CH:30][C:26]=1[C:27]([OH:29])=[O:28].C(=O)([O-])[O-].[K+].[K+].ClCCl.